The task is: Predict the reactants needed to synthesize the given product.. This data is from Full USPTO retrosynthesis dataset with 1.9M reactions from patents (1976-2016). (1) Given the product [C:1]([C:4]1[CH:11]=[C:10]([CH3:12])[C:7]([C:8]#[N:9])=[C:6]([I:13])[C:5]=1[O:14][CH2:21][CH3:22])(=[O:3])[CH3:2], predict the reactants needed to synthesize it. The reactants are: [C:1]([C:4]1[CH:11]=[C:10]([CH3:12])[C:7]([C:8]#[N:9])=[C:6]([I:13])[C:5]=1[OH:14])(=[O:3])[CH3:2].C(=O)([O-])[O-].[K+].[K+].[CH2:21](I)[CH3:22]. (2) Given the product [CH2:44]([N:40]([CH:41]([CH3:43])[CH3:42])[C:39](=[O:51])[CH2:38][N:20]1[C:19](=[O:52])[CH:18]([CH2:17][C:10]2[C:11]3[C:16](=[CH:15][CH:14]=[CH:13][CH:12]=3)[NH:8][N:9]=2)[C:27]2[N:23]([C:24]([C:28]3[CH:29]=[CH:30][CH:31]=[CH:32][CH:33]=3)=[N:25][N:26]=2)[C:22]2[CH:34]=[CH:35][CH:36]=[CH:37][C:21]1=2)[C:45]1[CH:50]=[CH:49][CH:48]=[CH:47][CH:46]=1, predict the reactants needed to synthesize it. The reactants are: C(OC([N:8]1[C:16]2[C:11](=[CH:12][CH:13]=[CH:14][CH:15]=2)[C:10]([CH2:17][CH:18]2[C:27]3[N:23]([C:24]([C:28]4[CH:33]=[CH:32][CH:31]=[CH:30][CH:29]=4)=[N:25][N:26]=3)[C:22]3[CH:34]=[CH:35][CH:36]=[CH:37][C:21]=3[N:20]([CH2:38][C:39](=[O:51])[N:40]([CH2:44][C:45]3[CH:50]=[CH:49][CH:48]=[CH:47][CH:46]=3)[CH:41]([CH3:43])[CH3:42])[C:19]2=[O:52])=[N:9]1)=O)(C)(C)C.Cl. (3) Given the product [C:26]([O:25][C:23]([N:20]1[CH2:21][CH2:22][CH:17]([N:1]2[CH2:6][CH2:5][CH2:4][CH:3]([S:7]([N:10]3[CH2:11][CH2:12][O:13][CH2:14][CH2:15]3)(=[O:8])=[O:9])[CH2:2]2)[CH2:18][CH2:19]1)=[O:24])([CH3:29])([CH3:27])[CH3:28], predict the reactants needed to synthesize it. The reactants are: [NH:1]1[CH2:6][CH2:5][CH2:4][CH:3]([S:7]([N:10]2[CH2:15][CH2:14][O:13][CH2:12][CH2:11]2)(=[O:9])=[O:8])[CH2:2]1.O=[C:17]1[CH2:22][CH2:21][N:20]([C:23]([O:25][C:26]([CH3:29])([CH3:28])[CH3:27])=[O:24])[CH2:19][CH2:18]1.C([BH3-])#N.[Na+].O. (4) Given the product [Cl-:13].[O:1]1[C:5]2[CH:6]=[CH:7][CH:8]=[CH:9][C:4]=2[C:3]([NH:10][C:11](=[O:14])[CH2:12][N+:27]23[CH2:28][CH2:29][CH:30]([CH2:31][CH2:32]2)[C@@H:25]([O:24][C:22](=[O:23])[C:21]([N:15]2[CH2:16][CH2:17][CH2:18][CH2:19][CH2:20]2)([C:34]2[S:35][CH:36]=[CH:37][CH:38]=2)[CH3:33])[CH2:26]3)=[N:2]1, predict the reactants needed to synthesize it. The reactants are: [O:1]1[C:5]2[CH:6]=[CH:7][CH:8]=[CH:9][C:4]=2[C:3]([NH:10][C:11](=[O:14])[CH2:12][Cl:13])=[N:2]1.[N:15]1([C:21]([C:34]2[S:35][CH:36]=[CH:37][CH:38]=2)([CH3:33])[C:22]([O:24][C@@H:25]2[CH:30]3[CH2:31][CH2:32][N:27]([CH2:28][CH2:29]3)[CH2:26]2)=[O:23])[CH2:20][CH2:19][CH2:18][CH2:17][CH2:16]1. (5) The reactants are: [Cl:1][C:2]1[CH:48]=[CH:47][C:5]([C:6]2[C:11]([C:12]3[CH:21]=[CH:20][C:19]4[C:14](=[CH:15][CH:16]=[C:17]([C:22]5[N:26]([CH:27]6[CH2:32][CH2:31][CH2:30][CH2:29][CH2:28]6)[C:25]6[CH:33]=[CH:34][C:35]([C:37]([OH:39])=[O:38])=[CH:36][C:24]=6[N:23]=5)[CH:18]=4)[N:13]=3)=[CH:10][C:9](C(N3CCCC3)=O)=[CH:8][CH:7]=2)=[CH:4][CH:3]=1.C[C:50](C1C=C(OC)C=CC=1O)=[O:51]. Given the product [Cl:1][C:2]1[CH:3]=[CH:4][C:5]([C:6]2[C:11]([C:12]3[CH:21]=[CH:20][C:19]4[C:14](=[CH:15][CH:16]=[C:17]([C:22]5[N:26]([CH:27]6[CH2:32][CH2:31][CH2:30][CH2:29][CH2:28]6)[C:25]6[CH:33]=[CH:34][C:35]([C:37]([OH:39])=[O:38])=[CH:36][C:24]=6[N:23]=5)[CH:18]=4)[N:13]=3)=[CH:10][C:9]([O:51][CH3:50])=[CH:8][CH:7]=2)=[CH:47][CH:48]=1, predict the reactants needed to synthesize it. (6) Given the product [CH2:1]([O:8][C:9](=[O:14])[NH:10][CH2:11][CH:12]=[O:13])[C:2]1[CH:7]=[CH:6][CH:5]=[CH:4][CH:3]=1, predict the reactants needed to synthesize it. The reactants are: [CH2:1]([O:8][C:9](=[O:14])[NH:10][CH2:11][CH2:12][OH:13])[C:2]1[CH:7]=[CH:6][CH:5]=[CH:4][CH:3]=1.CCN(C(C)C)C(C)C. (7) Given the product [I:7][C:8]1[CH:14]=[CH:13][C:11]([NH:12][CH2:19][C:18]([CH3:5])([CH3:20])[C:17]([O:16][CH3:15])=[O:21])=[CH:10][CH:9]=1, predict the reactants needed to synthesize it. The reactants are: [Cl-].[In+3].[Cl-].[Cl-].[CH2:5]=O.[I:7][C:8]1[CH:14]=[CH:13][C:11]([NH2:12])=[CH:10][CH:9]=1.[CH3:15][O:16][C:17]([O:21][Si](C)(C)C)=[C:18]([CH3:20])[CH3:19]. (8) Given the product [CH:17]1([C:2]2[CH:3]=[N:4][N:5]([CH3:16])[C:6]=2[C:7]2[CH:8]=[C:9]([C:12]([O:14][CH3:15])=[O:13])[S:10][CH:11]=2)[CH2:19][CH2:18]1, predict the reactants needed to synthesize it. The reactants are: Br[C:2]1[CH:3]=[N:4][N:5]([CH3:16])[C:6]=1[C:7]1[CH:8]=[C:9]([C:12]([O:14][CH3:15])=[O:13])[S:10][CH:11]=1.[CH:17]1(B(O)O)[CH2:19][CH2:18]1.C(=O)([O-])[O-].[Cs+].[Cs+].